Dataset: CYP2D6 inhibition data for predicting drug metabolism from PubChem BioAssay. Task: Regression/Classification. Given a drug SMILES string, predict its absorption, distribution, metabolism, or excretion properties. Task type varies by dataset: regression for continuous measurements (e.g., permeability, clearance, half-life) or binary classification for categorical outcomes (e.g., BBB penetration, CYP inhibition). Dataset: cyp2d6_veith. (1) The molecule is O=C(C[N+]12CN3CN(CN(C3)C1)C2)c1ccc(-c2ccccc2)cc1. The result is 0 (non-inhibitor). (2) The compound is CCCN(CCC)CCCNS(=O)(=O)c1cc(Br)cc2c1N(C(C)=O)CC2. The result is 0 (non-inhibitor). (3) The drug is O=S(=O)(c1cccc(-c2nnc(-c3ccc(Br)cc3)o2)c1)N1CCCCCC1. The result is 0 (non-inhibitor). (4) The drug is CC1(C)OC[C@@H]([C@H]2O[C@H](On3nnc4ccc(Cl)cc43)[C@@H]3OC(C)(C)O[C@H]23)O1. The result is 0 (non-inhibitor). (5) The molecule is C/C(=N\NC(=O)c1ccccc1C)c1ccc(NC(=O)c2cccs2)cc1. The result is 0 (non-inhibitor). (6) The drug is Cc1c(NCc2cc(Cl)ccc2O)c(=O)n(-c2ccccc2)n1C. The result is 1 (inhibitor). (7) The drug is CSc1nsc(/C=C/Nc2ccc(Cl)cc2)c1C#N. The result is 0 (non-inhibitor). (8) The molecule is CCC(C)[C@H](NC(=O)OC(C)(C)C)c1nnc(SCc2c(C)[nH]c(=O)[nH]c2=O)o1. The result is 0 (non-inhibitor).